Dataset: Experimentally validated miRNA-target interactions with 360,000+ pairs, plus equal number of negative samples. Task: Binary Classification. Given a miRNA mature sequence and a target amino acid sequence, predict their likelihood of interaction. (1) The miRNA is hsa-miR-199b-5p with sequence CCCAGUGUUUAGACUAUCUGUUC. The protein sequence of the target gene is MDDSDPPTYSLQIEPQDGCHPGDSVERRVTRLPSVSDENENQLAGDGPAGLTTSEGAMGRATVSEQDSLNNNESFPSSCEAAPTENAENTPSEGPKDDPPSLGQDQKLPAKRSPRAKKSSPKSAPPGDAVPVMQTQNATSQAAGEEEAAGVNANDPPKAPALQPLFSLIRGEVAQMDSRALPLFLHQVAETYFQEEDYEKAMKFIQLERLYHEQLLANLSAIQEQWETKWKAVQPRTVTPLRNSEKGFNGEDFEQLAKICTTHQDPLLSKLKTAPVEPSPERKSLARAIMSEEAVGTEAA.... Result: 0 (no interaction). (2) The miRNA is hsa-miR-3944-5p with sequence UGUGCAGCAGGCCAACCGAGA. The protein sequence of the target gene is MAFRQALQLAACGLAGGSAAVLFSAVAVGKPRAGGDAEPRPAEPPAWAGGARPGPGVWDPNWDRREPLSLINVRKRNVESGEEELASKLDHYKAKATRHIFLIRHSQYHVDGSLEKDRTLTPLGREQAELTGLRLASLGLKFNKIVHSSMTRAIETTDIISRHLPGVCKVSTDLLREGAPIEPDPPVSHWKPEAVQYYEDGARIEAAFRNYIHRADARQEEDSYEIFICHANVIRYIVCRALQFPPEGWLRLSLNNGSITHLVIRPNGRVALRTLGDTGFMPPDKITRS. Result: 1 (interaction).